From a dataset of Full USPTO retrosynthesis dataset with 1.9M reactions from patents (1976-2016). Predict the reactants needed to synthesize the given product. Given the product [C:16]([O:15][C:13]([N:8]1[C:9]2[C:5](=[C:4]([C:20]([CH3:26])([CH2:23][CH:24]=[CH2:25])[C:21]([OH:33])=[O:22])[C:3]([O:2][CH3:1])=[CH:11][C:10]=2[CH3:12])[CH:6]=[CH:7]1)=[O:14])([CH3:17])([CH3:18])[CH3:19], predict the reactants needed to synthesize it. The reactants are: [CH3:1][O:2][C:3]1[C:4]([C:20]([CH3:26])([CH2:23][CH:24]=[CH2:25])[CH:21]=[O:22])=[C:5]2[C:9](=[C:10]([CH3:12])[CH:11]=1)[N:8]([C:13]([O:15][C:16]([CH3:19])([CH3:18])[CH3:17])=[O:14])[CH:7]=[CH:6]2.CC(=CC)C.P([O-])(O)(O)=[O:33].[Na+].Cl([O-])=O.[Na+].